The task is: Binary Classification. Given a miRNA mature sequence and a target amino acid sequence, predict their likelihood of interaction.. This data is from Experimentally validated miRNA-target interactions with 360,000+ pairs, plus equal number of negative samples. The miRNA is hsa-miR-4687-3p with sequence UGGCUGUUGGAGGGGGCAGGC. The protein sequence of the target gene is MTKMDIRGAVDAAVPTNIIAAKAAEVRANKVNWQSYLQGQMISAEDCEFIQRFEMKRSSEDKQEMLQTEGSQCAKTFINLMTHISKEQTVQYILTMVDDMLQENHQRVSIFFDYAKRSKSTAWPYFLPMLNRQDPFTVHMAARIIAKLAAWGKELMEGSDLNYYFNWIKTQLSSQKLRGSGVAVETGTISSSDSSQYVQCVAGCLQLMLRVNEYRFAWVEADGVNCIMGVLSNKCGFQLQYQMIFSIWLLAFSPQMCEHLRRYNIIPVLSDILQESVKEKVTRIILAAFRNFLEKSTERE.... Result: 0 (no interaction).